This data is from Forward reaction prediction with 1.9M reactions from USPTO patents (1976-2016). The task is: Predict the product of the given reaction. (1) Given the reactants [N+:1]([C:4]1[CH:9]=[CH:8][C:7]([C:10](=[O:25])[CH2:11][NH:12][C:13]([CH:15]2[CH2:20][CH2:19][CH:18]([C:21]([O:23][CH3:24])=[O:22])[CH2:17][CH2:16]2)=O)=[CH:6][CH:5]=1)([O-:3])=[O:2].O=P(Cl)(Cl)Cl.C([O-])(O)=O.[Na+], predict the reaction product. The product is: [N+:1]([C:4]1[CH:9]=[CH:8][C:7]([C:10]2[O:25][C:13]([CH:15]3[CH2:16][CH2:17][CH:18]([C:21]([O:23][CH3:24])=[O:22])[CH2:19][CH2:20]3)=[N:12][CH:11]=2)=[CH:6][CH:5]=1)([O-:3])=[O:2]. (2) Given the reactants CS(C)=O.C(Cl)(=O)C(Cl)=O.[CH3:11][C:12]1([CH3:44])[O:16][C@:15]([CH2:40][CH2:41][OH:42])([CH2:17][C:18]2[CH:31]=[C:30]([O:32][CH3:33])[C:29]3[C:20](=[C:21]([O:36][CH3:37])[C:22]4[C:27]([C:28]=3[O:34][CH3:35])=[CH:26][CH:25]=[CH:24][CH:23]=4)[C:19]=2[O:38][CH3:39])[C@H:14]([CH3:43])[O:13]1.CCN(CC)CC, predict the reaction product. The product is: [CH3:11][C:12]1([CH3:44])[O:16][C@:15]([CH2:40][CH:41]=[O:42])([CH2:17][C:18]2[CH:31]=[C:30]([O:32][CH3:33])[C:29]3[C:20](=[C:21]([O:36][CH3:37])[C:22]4[C:27]([C:28]=3[O:34][CH3:35])=[CH:26][CH:25]=[CH:24][CH:23]=4)[C:19]=2[O:38][CH3:39])[C@H:14]([CH3:43])[O:13]1. (3) Given the reactants [C:1]([N:4]([C:29]1[CH:34]=[CH:33][C:32]([Cl:35])=[CH:31][CH:30]=1)[C@H:5]1[C:14]2[C:9](=[CH:10][CH:11]=[CH:12][CH:13]=2)[N:8]([C:15]([C:17]2[CH:22]=[CH:21][C:20]([CH:23]=[CH:24][C:25]([OH:27])=[O:26])=[CH:19][CH:18]=2)=[O:16])[C@@H:7]([CH3:28])[CH2:6]1)(=[O:3])[CH3:2], predict the reaction product. The product is: [C:1]([N:4]([C:29]1[CH:30]=[CH:31][C:32]([Cl:35])=[CH:33][CH:34]=1)[C@H:5]1[C:14]2[C:9](=[CH:10][CH:11]=[CH:12][CH:13]=2)[N:8]([C:15]([C:17]2[CH:22]=[CH:21][C:20]([CH2:23][CH2:24][C:25]([OH:27])=[O:26])=[CH:19][CH:18]=2)=[O:16])[C@@H:7]([CH3:28])[CH2:6]1)(=[O:3])[CH3:2]. (4) Given the reactants [CH2:1]([OH:8])[CH:2]([OH:7])[CH2:3][CH2:4][CH2:5][OH:6].CO[C:11](OC)([CH3:13])[CH3:12].CC1C=CC(S(O)(=O)=O)=CC=1, predict the reaction product. The product is: [CH3:12][C:11]1([CH3:13])[O:7][CH:2]([CH2:3][CH2:4][CH2:5][OH:6])[CH2:1][O:8]1. (5) Given the reactants [CH3:1][N:2]([CH:4](OC)OC)[CH3:3].[CH3:9][C:10]1[CH:18]=[CH:17][C:13]([C:14]([OH:16])=[O:15])=[CH:12][C:11]=1[N+:19]([O-:21])=[O:20], predict the reaction product. The product is: [CH3:3][N:2]([CH3:1])[CH:4]=[CH:9][C:10]1[CH:18]=[CH:17][C:13]([C:14]([OH:16])=[O:15])=[CH:12][C:11]=1[N+:19]([O-:21])=[O:20]. (6) Given the reactants [F:1][C:2]1[CH:7]=[CH:6][C:5]([CH:8]([N:32]2[CH2:37][CH2:36][N:35]([CH:38]([CH3:40])[CH3:39])[CH2:34][CH2:33]2)[CH2:9][N:10]2[CH2:15][CH2:14][N:13]([CH2:16][CH2:17][CH2:18][C:19]3[S:23][C:22]([CH2:24][OH:25])=[N:21][C:20]=3[C:26]3[CH:31]=[CH:30][CH:29]=[CH:28][CH:27]=3)[CH2:12][CH2:11]2)=[CH:4][CH:3]=1.[ClH:41].O1CCOCC1, predict the reaction product. The product is: [ClH:41].[ClH:41].[ClH:41].[ClH:41].[F:1][C:2]1[CH:7]=[CH:6][C:5]([CH:8]([N:32]2[CH2:33][CH2:34][N:35]([CH:38]([CH3:40])[CH3:39])[CH2:36][CH2:37]2)[CH2:9][N:10]2[CH2:11][CH2:12][N:13]([CH2:16][CH2:17][CH2:18][C:19]3[S:23][C:22]([CH2:24][OH:25])=[N:21][C:20]=3[C:26]3[CH:31]=[CH:30][CH:29]=[CH:28][CH:27]=3)[CH2:14][CH2:15]2)=[CH:4][CH:3]=1. (7) Given the reactants [CH3:1][O:2][C:3]1[CH:4]=[C:5]2[C:10](=[CH:11][CH:12]=1)[NH:9][C:8](=O)[C:7]([CH3:14])=[N:6]2.COC1C=C2C(N=C(C)C(=O)N2)=CC=1.O=P(Cl)(Cl)[Cl:31], predict the reaction product. The product is: [Cl:31][C:8]1[C:7]([CH3:14])=[N:6][C:5]2[C:10](=[CH:11][CH:12]=[C:3]([O:2][CH3:1])[CH:4]=2)[N:9]=1. (8) Given the reactants CON(C)[C:4](=[O:17])[C:5]1[CH:10]=[CH:9][CH:8]=[C:7]([C:11]2[CH:16]=[CH:15][CH:14]=[CH:13][CH:12]=2)[N:6]=1.[CH3:19][O:20][C:21]1[CH:22]=[C:23]([Mg]Br)[CH:24]=[C:25]([O:29][CH3:30])[C:26]=1[O:27][CH3:28], predict the reaction product. The product is: [C:11]1([C:7]2[N:6]=[C:5]([C:4]([C:23]3[CH:24]=[C:25]([O:29][CH3:30])[C:26]([O:27][CH3:28])=[C:21]([O:20][CH3:19])[CH:22]=3)=[O:17])[CH:10]=[CH:9][CH:8]=2)[CH:12]=[CH:13][CH:14]=[CH:15][CH:16]=1.